This data is from Catalyst prediction with 721,799 reactions and 888 catalyst types from USPTO. The task is: Predict which catalyst facilitates the given reaction. (1) Reactant: Cl[C:2]1[C:3]2[CH2:11][N:10]([C:12]3[CH:19]=[CH:18][C:17]([CH3:20])=[CH:16][C:13]=3[C:14]#[N:15])[CH2:9][CH2:8][C:4]=2[N:5]=[CH:6][N:7]=1.[CH3:21][O:22][C:23]1[N:28]=[CH:27][C:26]([C@H:29]([NH2:31])[CH3:30])=[CH:25][N:24]=1.C(N(CC)C(C)C)(C)C. Product: [CH3:21][O:22][C:23]1[N:24]=[CH:25][C:26]([C@H:29]([NH:31][C:2]2[C:3]3[CH2:11][N:10]([C:12]4[CH:19]=[CH:18][C:17]([CH3:20])=[CH:16][C:13]=4[C:14]#[N:15])[CH2:9][CH2:8][C:4]=3[N:5]=[CH:6][N:7]=2)[CH3:30])=[CH:27][N:28]=1. The catalyst class is: 10. (2) Reactant: O.[OH-].[Li+].C([O:6][C:7]([C:9]1[N:10]=[C:11]([CH:14]([NH:16][C:17](=[O:23])[O:18][C:19]([CH3:22])([CH3:21])[CH3:20])[CH3:15])[S:12][CH:13]=1)=[O:8])C. Product: [C:7]([C:9]1[N:10]=[C:11]([CH:14]([NH:16][C:17](=[O:23])[O:18][C:19]([CH3:22])([CH3:21])[CH3:20])[CH3:15])[S:12][CH:13]=1)([OH:8])=[O:6]. The catalyst class is: 20. (3) Reactant: C(OC([N:8]1[CH2:13][CH2:12][CH:11]([CH2:14][NH:15][C:16]([C:18]2[CH:41]=[CH:40][C:21]3[N:22]([CH2:36][CH2:37][O:38][CH3:39])[C:23]([NH:25][C:26]4[S:27][C:28]5[CH:34]=[C:33]([Cl:35])[CH:32]=[CH:31][C:29]=5[N:30]=4)=[N:24][C:20]=3[CH:19]=2)=[O:17])[CH2:10][CH2:9]1)=O)(C)(C)C. Product: [ClH:35].[ClH:35].[NH:8]1[CH2:13][CH2:12][CH:11]([CH2:14][NH:15][C:16]([C:18]2[CH:41]=[CH:40][C:21]3[N:22]([CH2:36][CH2:37][O:38][CH3:39])[C:23]([NH:25][C:26]4[S:27][C:28]5[CH:34]=[C:33]([Cl:35])[CH:32]=[CH:31][C:29]=5[N:30]=4)=[N:24][C:20]=3[CH:19]=2)=[O:17])[CH2:10][CH2:9]1. The catalyst class is: 89. (4) Reactant: [NH2:1][C:2]1[N:7]=[CH:6][C:5]([O:8][C:9]2[CH:14]=[CH:13][C:12]([NH:15][C:16](=[O:25])[O:17][CH2:18][C:19]3[CH:24]=[CH:23][CH:22]=[CH:21][CH:20]=3)=[C:11]([F:26])[CH:10]=2)=[CH:4][CH:3]=1.[C:27]1([CH3:37])[CH:32]=[CH:31][C:30]([S:33](Cl)(=[O:35])=[O:34])=[CH:29][CH:28]=1. Product: [F:26][C:11]1[CH:10]=[C:9]([O:8][C:5]2[CH:6]=[N:7][C:2]([NH:1][S:33]([C:30]3[CH:31]=[CH:32][C:27]([CH3:37])=[CH:28][CH:29]=3)(=[O:35])=[O:34])=[CH:3][CH:4]=2)[CH:14]=[CH:13][C:12]=1[NH:15][C:16](=[O:25])[O:17][CH2:18][C:19]1[CH:24]=[CH:23][CH:22]=[CH:21][CH:20]=1. The catalyst class is: 17.